Dataset: Peptide-MHC class I binding affinity with 185,985 pairs from IEDB/IMGT. Task: Regression. Given a peptide amino acid sequence and an MHC pseudo amino acid sequence, predict their binding affinity value. This is MHC class I binding data. (1) The peptide sequence is FPISPIETV. The MHC is HLA-B53:01 with pseudo-sequence HLA-B53:01. The binding affinity (normalized) is 0.489. (2) The peptide sequence is ITLFPSYQL. The MHC is HLA-A26:01 with pseudo-sequence HLA-A26:01. The binding affinity (normalized) is 0.0847. (3) The peptide sequence is YGYEGDALL. The MHC is H-2-Db with pseudo-sequence H-2-Db. The binding affinity (normalized) is 0. (4) The peptide sequence is YGSWFGLIY. The MHC is HLA-A25:01 with pseudo-sequence HLA-A25:01. The binding affinity (normalized) is 0.0847. (5) The peptide sequence is QYIYMGQPL. The MHC is HLA-A23:01 with pseudo-sequence HLA-A23:01. The binding affinity (normalized) is 0.519. (6) The peptide sequence is FHPTYLPKV. The MHC is Mamu-B17 with pseudo-sequence Mamu-B17. The binding affinity (normalized) is 0.178. (7) The peptide sequence is SLGDPLHQA. The MHC is HLA-B27:03 with pseudo-sequence HLA-B27:03. The binding affinity (normalized) is 0.0847. (8) The peptide sequence is LMQWWSDYV. The MHC is HLA-A02:03 with pseudo-sequence HLA-A02:03. The binding affinity (normalized) is 1.00. (9) The peptide sequence is RRRLTARGLL. The MHC is HLA-B27:05 with pseudo-sequence HLA-B27:05. The binding affinity (normalized) is 0.782.